Dataset: Full USPTO retrosynthesis dataset with 1.9M reactions from patents (1976-2016). Task: Predict the reactants needed to synthesize the given product. Given the product [C:51]([CH2:50][C:46]1([NH:45][C:11]([C:4]2[CH:3]=[C:2]([Cl:1])[C:7]([CH:8]3[CH2:9][CH2:10]3)=[CH:6][N:5]=2)=[O:13])[CH2:49][O:48][CH2:47]1)(=[O:52])[NH2:53], predict the reactants needed to synthesize it. The reactants are: [Cl:1][C:2]1[C:7]([CH:8]2[CH2:10][CH2:9]2)=[CH:6][N:5]=[C:4]([C:11]([OH:13])=O)[CH:3]=1.CN(C(ON1N=NC2C=CC=CC1=2)=[N+](C)C)C.[B-](F)(F)(F)F.CCN(C(C)C)C(C)C.[NH2:45][C:46]1([CH2:50][C:51]([NH2:53])=[O:52])[CH2:49][O:48][CH2:47]1.